Dataset: Forward reaction prediction with 1.9M reactions from USPTO patents (1976-2016). Task: Predict the product of the given reaction. (1) The product is: [CH2:1]([O:3][C:4]([C:6]1[C:14]2[C:9](=[CH:10][CH:11]=[C:12]([O:15][C:35]3[CH:36]=[CH:37][C:32]([C:31]([F:42])([F:41])[F:30])=[CH:33][CH:34]=3)[CH:13]=2)[N:8]([C:16]2[CH:21]=[CH:20][C:19]([O:22][CH3:23])=[CH:18][N:17]=2)[C:7]=1[CH2:24][C:25]([O:27][CH2:28][CH3:29])=[O:26])=[O:5])[CH3:2]. Given the reactants [CH2:1]([O:3][C:4]([C:6]1[C:14]2[C:9](=[CH:10][CH:11]=[C:12]([OH:15])[CH:13]=2)[N:8]([C:16]2[CH:21]=[CH:20][C:19]([O:22][CH3:23])=[CH:18][N:17]=2)[C:7]=1[CH2:24][C:25]([O:27][CH2:28][CH3:29])=[O:26])=[O:5])[CH3:2].[F:30][C:31]([F:42])([F:41])[C:32]1[CH:37]=[CH:36][C:35](B(O)O)=[CH:34][CH:33]=1, predict the reaction product. (2) The product is: [CH3:1][O:2][C:3](=[O:20])[C:4]1[CH:9]=[C:8]([NH2:10])[CH:7]=[CH:6][C:5]=1[N:13]1[CH2:18][CH2:17][O:16][CH2:15][C:14]1=[O:19]. Given the reactants [CH3:1][O:2][C:3](=[O:20])[C:4]1[CH:9]=[C:8]([N+:10]([O-])=O)[CH:7]=[CH:6][C:5]=1[N:13]1[CH2:18][CH2:17][O:16][CH2:15][C:14]1=[O:19], predict the reaction product.